This data is from Forward reaction prediction with 1.9M reactions from USPTO patents (1976-2016). The task is: Predict the product of the given reaction. Given the reactants [Cl:1][C:2]1[CH:3]=[C:4]2[C:8](=[CH:9][CH:10]=1)[NH:7][C:6](=[O:11])[C:5]2([C:27]1[CH:32]=[CH:31][CH:30]=[CH:29][C:28]=1[O:33][CH3:34])[CH2:12][C:13](=[O:26])[N:14]1[CH2:19][CH2:18][N:17]([C:20]2[N:25]=[CH:24][CH:23]=[CH:22][N:21]=2)[CH2:16][CH2:15]1.[CH3:35][O:36][C:37]1[CH:42]=[CH:41][C:40]([S:43](Cl)(=[O:45])=[O:44])=[C:39]([O:47][C:48]([F:51])([F:50])[F:49])[CH:38]=1, predict the reaction product. The product is: [Cl:1][C:2]1[CH:3]=[C:4]2[C:8](=[CH:9][CH:10]=1)[N:7]([S:43]([C:40]1[CH:41]=[CH:42][C:37]([O:36][CH3:35])=[CH:38][C:39]=1[O:47][C:48]([F:49])([F:50])[F:51])(=[O:45])=[O:44])[C:6](=[O:11])[C:5]2([C:27]1[CH:32]=[CH:31][CH:30]=[CH:29][C:28]=1[O:33][CH3:34])[CH2:12][C:13](=[O:26])[N:14]1[CH2:15][CH2:16][N:17]([C:20]2[N:21]=[CH:22][CH:23]=[CH:24][N:25]=2)[CH2:18][CH2:19]1.